Predict the product of the given reaction. From a dataset of Forward reaction prediction with 1.9M reactions from USPTO patents (1976-2016). (1) Given the reactants [CH2:1]([Li])CCC.[I-].C[S+](C)(C)=O.[CH2:12]([O:14][C:15]([C:17]1([C:20]2[CH:25]=[CH:24][C:23]([C:26]3[CH:31]=[CH:30][C:29]([C:32]4[O:36][N:35]=[C:34]([CH3:37])[C:33]=4[CH:38]=[O:39])=[CH:28][CH:27]=3)=[CH:22][CH:21]=2)[CH2:19][CH2:18]1)=[O:16])[CH3:13], predict the reaction product. The product is: [CH2:12]([O:14][C:15]([C:17]1([C:20]2[CH:21]=[CH:22][C:23]([C:26]3[CH:31]=[CH:30][C:29]([C:32]4[O:36][N:35]=[C:34]([CH3:37])[C:33]=4[CH:38]4[CH2:1][O:39]4)=[CH:28][CH:27]=3)=[CH:24][CH:25]=2)[CH2:19][CH2:18]1)=[O:16])[CH3:13]. (2) Given the reactants [C:1]([O:4][C@H:5]([C:8]#[C:9][C:10]#[C:11][C@H:12]([NH2:22])[CH2:13][CH2:14][CH2:15][CH2:16][CH2:17][CH2:18][CH2:19][CH2:20][CH3:21])[CH:6]=[CH2:7])(=[O:3])[CH3:2].[C:23](O[C:23](=[O:30])[C:24]1[CH:29]=[CH:28][CH:27]=[CH:26][CH:25]=1)(=[O:30])[C:24]1[CH:29]=[CH:28][CH:27]=[CH:26][CH:25]=1.C(N(CC)CC)C, predict the reaction product. The product is: [C:1]([O:4][C@H:5]([C:8]#[C:9][C:10]#[C:11][C@H:12]([NH:22][C:23](=[O:30])[C:24]1[CH:29]=[CH:28][CH:27]=[CH:26][CH:25]=1)[CH2:13][CH2:14][CH2:15][CH2:16][CH2:17][CH2:18][CH2:19][CH2:20][CH3:21])[CH:6]=[CH2:7])(=[O:3])[CH3:2]. (3) Given the reactants Br[C:2]1[CH:7]=[CH:6][CH:5]=[C:4]([N+:8]([O-:10])=[O:9])[CH:3]=1.[NH:11]1[CH2:15][CH2:14][CH2:13][C:12]1=[O:16].C([O-])(=O)C.[K+], predict the reaction product. The product is: [N+:8]([C:4]1[CH:3]=[C:2]([N:11]2[CH2:15][CH2:14][CH2:13][C:12]2=[O:16])[CH:7]=[CH:6][CH:5]=1)([O-:10])=[O:9]. (4) Given the reactants Cl.Cl.Cl.[O:4]1[C:12]2[CH:11]=[CH:10][N:9]=[C:8]([N:13]3[CH2:18][CH2:17][N:16]([CH2:19][CH2:20][C@H:21]4[CH2:26][CH2:25][C@H:24]([NH2:27])[CH2:23][CH2:22]4)[CH2:15][CH2:14]3)[C:7]=2[CH2:6][CH2:5]1.[O:28]1[CH2:31][CH:30]([CH2:32][C:33](OC)=[O:34])[CH2:29]1, predict the reaction product. The product is: [O:4]1[C:12]2[CH:11]=[CH:10][N:9]=[C:8]([N:13]3[CH2:18][CH2:17][N:16]([CH2:19][CH2:20][C@H:21]4[CH2:26][CH2:25][C@H:24]([NH:27][C:33](=[O:34])[CH2:32][CH:30]5[CH2:31][O:28][CH2:29]5)[CH2:23][CH2:22]4)[CH2:15][CH2:14]3)[C:7]=2[CH2:6][CH2:5]1. (5) Given the reactants C(O)(C(F)(F)F)=O.[CH3:8][C:9]1[CH:18]=[C:17]([CH2:19][N:20]2[C:28]3[C:23](=[CH:24][C:25]([C:29]([NH:31][CH:32]4[CH2:36][N:35](C(OC(C)(C)C)=O)[CH2:34][CH:33]4[C:44]([O:46][CH3:47])=[O:45])=[O:30])=[CH:26][CH:27]=3)[CH:22]=[CH:21]2)[C:16]2[C:11](=[CH:12][CH:13]=[CH:14][CH:15]=2)[N:10]=1, predict the reaction product. The product is: [CH3:8][C:9]1[CH:18]=[C:17]([CH2:19][N:20]2[C:28]3[C:23](=[CH:24][C:25]([C:29]([NH:31][CH:32]4[CH2:36][NH:35][CH2:34][CH:33]4[C:44]([O:46][CH3:47])=[O:45])=[O:30])=[CH:26][CH:27]=3)[CH:22]=[CH:21]2)[C:16]2[C:11](=[CH:12][CH:13]=[CH:14][CH:15]=2)[N:10]=1. (6) Given the reactants [NH2:1][CH:2]1[CH2:7][CH2:6][CH:5]([NH:8][C:9]2[C:14]([CH2:15][CH2:16][O:17][Si:18]([C:21]([CH3:24])([CH3:23])[CH3:22])([CH3:20])[CH3:19])=[C:13]([N:25]([C:33]3[CH:38]=[CH:37][C:36]([O:39][CH2:40][CH3:41])=[CH:35][CH:34]=3)[C:26](=[O:32])[O:27][C:28]([CH3:31])([CH3:30])[CH3:29])[N:12]3[N:42]=[CH:43][CH:44]=[C:11]3[N:10]=2)[CH2:4][CH2:3]1.C(N(CC)CC)C.[C:52](O[C:52]([O:54][C:55]([CH3:58])([CH3:57])[CH3:56])=[O:53])([O:54][C:55]([CH3:58])([CH3:57])[CH3:56])=[O:53].[Cl-].[NH4+], predict the reaction product. The product is: [C:55]([O:54][C:52]([NH:1][CH:2]1[CH2:3][CH2:4][CH:5]([NH:8][C:9]2[C:14]([CH2:15][CH2:16][O:17][Si:18]([C:21]([CH3:22])([CH3:23])[CH3:24])([CH3:19])[CH3:20])=[C:13]([N:25]([C:33]3[CH:38]=[CH:37][C:36]([O:39][CH2:40][CH3:41])=[CH:35][CH:34]=3)[C:26](=[O:32])[O:27][C:28]([CH3:30])([CH3:31])[CH3:29])[N:12]3[N:42]=[CH:43][CH:44]=[C:11]3[N:10]=2)[CH2:6][CH2:7]1)=[O:53])([CH3:58])([CH3:57])[CH3:56]. (7) The product is: [CH3:25][C:26]1[CH:30]=[C:29]([CH3:31])[N:28]([C:32]2[CH:38]=[CH:37][C:35]([NH:36][C:13]([CH:14]3[C:15]4[C:16](=[CH:20][CH:21]=[CH:22][CH:23]=4)[C:17](=[O:19])[N:12]([CH2:11][CH2:10][O:9][CH3:8])[CH:6]3[C:2]3[S:1][CH:5]=[CH:4][CH:3]=3)=[O:24])=[CH:34][CH:33]=2)[N:27]=1. Given the reactants [S:1]1[CH:5]=[CH:4][CH:3]=[C:2]1[CH:6]=O.[CH3:8][O:9][CH2:10][CH2:11][NH2:12].[C:13]1(=[O:24])[O:19][C:17](=O)[C:16]2=[CH:20][CH:21]=[CH:22][CH:23]=[C:15]2[CH2:14]1.[CH3:25][C:26]1[CH:30]=[C:29]([CH3:31])[N:28]([C:32]2[CH:38]=[CH:37][C:35]([NH2:36])=[CH:34][CH:33]=2)[N:27]=1, predict the reaction product. (8) Given the reactants [Cl:1][C:2]1[N:3]=[CH:4][N:5]([C:7]2[CH:12]=[CH:11][C:10]([NH:13][C:14]3[N:30]=[C:17]4[CH:18]([C:23]5[CH:28]=[CH:27][CH:26]=[CH:25][C:24]=5[F:29])[CH2:19][CH2:20][CH2:21][CH2:22][N:16]4[N:15]=3)=[CH:9][C:8]=2[O:31][CH3:32])[CH:6]=1.CO, predict the reaction product. The product is: [Cl:1][C:2]1[N:3]=[CH:4][N:5]([C:7]2[CH:12]=[CH:11][C:10]([NH:13][C:14]3[N:30]=[C:17]4[C@@H:18]([C:23]5[CH:28]=[CH:27][CH:26]=[CH:25][C:24]=5[F:29])[CH2:19][CH2:20][CH2:21][CH2:22][N:16]4[N:15]=3)=[CH:9][C:8]=2[O:31][CH3:32])[CH:6]=1.